This data is from Forward reaction prediction with 1.9M reactions from USPTO patents (1976-2016). The task is: Predict the product of the given reaction. Given the reactants [NH2:1][C:2](=[O:30])[CH2:3][CH:4]1[CH2:9][N:8](C(OCC2C=CC=CC=2)=O)[CH2:7][CH2:6][N:5]1C(OCC1C=CC=CC=1)=O, predict the reaction product. The product is: [NH:5]1[CH2:6][CH2:7][NH:8][CH2:9][CH:4]1[CH2:3][C:2]([NH2:1])=[O:30].